Dataset: Peptide-MHC class I binding affinity with 185,985 pairs from IEDB/IMGT. Task: Regression. Given a peptide amino acid sequence and an MHC pseudo amino acid sequence, predict their binding affinity value. This is MHC class I binding data. (1) The MHC is HLA-A31:01 with pseudo-sequence HLA-A31:01. The binding affinity (normalized) is 0.0302. The peptide sequence is NPDIVIYQY. (2) The MHC is HLA-B18:01 with pseudo-sequence HLA-B18:01. The peptide sequence is RIRSERPAF. The binding affinity (normalized) is 0.0847. (3) The peptide sequence is ETQHGTTVV. The MHC is HLA-A68:02 with pseudo-sequence HLA-A68:02. The binding affinity (normalized) is 0.801. (4) The peptide sequence is AQIDNYNKF. The MHC is Mamu-B08 with pseudo-sequence Mamu-B08. The binding affinity (normalized) is 0.173. (5) The peptide sequence is NHKKNTWEM. The MHC is H-2-Db with pseudo-sequence H-2-Db. The binding affinity (normalized) is 0.0980. (6) The peptide sequence is FPGKYAAAF. The MHC is Mamu-A2201 with pseudo-sequence Mamu-A2201. The binding affinity (normalized) is 0.622. (7) The peptide sequence is RVLGRVLPY. The MHC is HLA-B18:01 with pseudo-sequence HLA-B18:01. The binding affinity (normalized) is 0.0847. (8) The binding affinity (normalized) is 0. The peptide sequence is GAGGWRPGPP. The MHC is Mamu-B03 with pseudo-sequence Mamu-B03. (9) The peptide sequence is RRFNRTKPM. The MHC is HLA-B48:01 with pseudo-sequence HLA-B48:01. The binding affinity (normalized) is 0.508.